This data is from Reaction yield outcomes from USPTO patents with 853,638 reactions. The task is: Predict the reaction yield, written as a fraction of the theoretical maximum amount of product (1.0 means a 100% yield; for example, 0.34 means a 34% yield). (1) The reactants are I[C:2]1[CH:3]=[CH:4][C:5]([C:8]([N:10]2[CH2:15][CH2:14][CH2:13][CH2:12][CH2:11]2)=[O:9])=[N:6][CH:7]=1.C(P(C(C)(C)C)C1C=CC=CC=1C1C=CC=CC=1)(C)(C)C.[NH:37]1[CH2:42][CH2:41][O:40][CH2:39][CH2:38]1.CC(C)([O-])C.[Na+]. The catalyst is C1(C)C=CC=CC=1.C([O-])(=O)C.[Pd+2].C([O-])(=O)C.C(OCC)(=O)C. The product is [N:10]1([C:8]([C:5]2[N:6]=[CH:7][C:2]([N:37]3[CH2:42][CH2:41][O:40][CH2:39][CH2:38]3)=[CH:3][CH:4]=2)=[O:9])[CH2:15][CH2:14][CH2:13][CH2:12][CH2:11]1. The yield is 0.370. (2) The reactants are Cl.[Br:2][C:3]1[CH:11]=[C:10]2[C:6]([CH:7]=[C:8]([C:12]([OH:14])=O)[NH:9]2)=[CH:5][C:4]=1[O:15][CH:16]1[CH2:21][CH2:20][N:19]([CH:22]([CH3:24])[CH3:23])[CH2:18][CH2:17]1.[C:25]([N:28]1[CH2:33][CH2:32][NH:31][CH2:30][CH2:29]1)(=[O:27])[CH3:26]. No catalyst specified. The product is [Br:2][C:3]1[CH:11]=[C:10]2[C:6]([CH:7]=[C:8]([C:12]([N:31]3[CH2:32][CH2:33][N:28]([C:25](=[O:27])[CH3:26])[CH2:29][CH2:30]3)=[O:14])[NH:9]2)=[CH:5][C:4]=1[O:15][CH:16]1[CH2:21][CH2:20][N:19]([CH:22]([CH3:23])[CH3:24])[CH2:18][CH2:17]1. The yield is 0.520. (3) The reactants are I[C:2]1[CH:7]=[C:6]([O:8][C:9]([F:12])([F:11])[F:10])[CH:5]=[CH:4][C:3]=1[O:13][CH:14](OS(C1C=CC(C)=CC=1)(=O)=O)[CH2:15]C.[Mg].Br[CH2:30]CBr. The catalyst is O1CCCC1. The product is [CH3:30][CH:14]1[CH2:15][C:4]2[CH:5]=[C:6]([O:8][C:9]([F:10])([F:11])[F:12])[CH:7]=[CH:2][C:3]=2[O:13]1. The yield is 0.360. (4) The reactants are [Cl:1][C:2]1[CH:3]=[N+:4]([O-])[C:5]([CH3:13])=[C:6]([CH:12]=1)[C:7]([O:9][CH2:10][CH3:11])=[O:8].C(OC(=O)C)(=[O:17])C.FC(F)F.Cl. The catalyst is ClCCl. The product is [Cl:1][C:2]1[CH:3]=[N:4][C:5]([CH2:13][OH:17])=[C:6]([CH:12]=1)[C:7]([O:9][CH2:10][CH3:11])=[O:8]. The yield is 0.200. (5) The reactants are [Si]([O:8][CH2:9][CH:10]1[O:14][N:13]=[C:12]([C:15]2[CH:20]=[CH:19][C:18]([C:21]3[CH:26]=[CH:25][C:24]([N:27]4[CH2:31][C@H:30]([CH2:32][NH:33][C:34](=[O:36])[CH3:35])[O:29][C:28]4=[O:37])=[CH:23][C:22]=3[F:38])=[C:17]([F:39])[CH:16]=2)[CH2:11]1)(C(C)(C)C)(C)C.[F-].C([N+](CCCC)(CCCC)CCCC)CCC.O1CCCC1.O. The catalyst is ClCCl. The product is [F:38][C:22]1[CH:23]=[C:24]([N:27]2[CH2:31][C@H:30]([CH2:32][NH:33][C:34](=[O:36])[CH3:35])[O:29][C:28]2=[O:37])[CH:25]=[CH:26][C:21]=1[C:18]1[CH:19]=[CH:20][C:15]([C:12]2[CH2:11][CH:10]([CH2:9][OH:8])[O:14][N:13]=2)=[CH:16][C:17]=1[F:39]. The yield is 0.380. (6) The reactants are [C:1](OC(=O)C)(=[O:3])[CH3:2].[N+:8]([C:11]1[CH:12]=[CH:13][C:14]2[O:20][CH2:19][CH2:18][CH2:17][NH:16][C:15]=2[CH:21]=1)([O-:10])=[O:9].C(N(CC)CC)C. The catalyst is CN(C)C1C=CN=CC=1.C(#N)C.CCOC(C)=O. The product is [N+:8]([C:11]1[CH:12]=[CH:13][C:14]2[O:20][CH2:19][CH2:18][CH2:17][N:16]([C:1](=[O:3])[CH3:2])[C:15]=2[CH:21]=1)([O-:10])=[O:9]. The yield is 0.740. (7) The reactants are [Br:1]N1C(=O)CCC1=O.[O:9]1[C:13]2[CH:14]=[CH:15][C:16]([C:18]3([C:21]([NH:23][C:24]4[CH:25]=[C:26]5[C:30](=[CH:31][CH:32]=4)[NH:29][CH:28]=[CH:27]5)=[O:22])[CH2:20][CH2:19]3)=[CH:17][C:12]=2[O:11][CH2:10]1.O. The catalyst is CN(C)C=O. The product is [O:9]1[C:13]2[CH:14]=[CH:15][C:16]([C:18]3([C:21]([NH:23][C:24]4[CH:25]=[C:26]5[C:30](=[CH:31][CH:32]=4)[NH:29][CH:28]=[C:27]5[Br:1])=[O:22])[CH2:20][CH2:19]3)=[CH:17][C:12]=2[O:11][CH2:10]1. The yield is 0.910. (8) The reactants are [CH:1]1[C:6]([CH2:7][CH2:8][CH2:9][C:10]([OH:12])=[O:11])=[CH:5][CH:4]=[C:3]([N:13]([CH2:17][CH2:18][Cl:19])[CH2:14][CH2:15][Cl:16])[CH:2]=1.[CH:20](N(CC)C(C)C)(C)C. The catalyst is CO. The product is [Cl:19][CH2:18][CH2:17][N:13]([CH2:14][CH2:15][Cl:16])[C:3]1[CH:2]=[CH:1][C:6]([CH2:7][CH2:8][CH2:9][C:10]([O:12][CH3:20])=[O:11])=[CH:5][CH:4]=1. The yield is 0.550. (9) The reactants are [CH3:1][O:2][C:3]1[CH:4]=[C:5]([O:21][C:22]2[CH:23]=[N:24][C:25]([S:28]([CH3:31])(=[O:30])=[O:29])=[CH:26][CH:27]=2)[CH:6]=[C:7]2[C:11]=1[NH:10][C:9]([C:12]1[S:13][CH:14]([CH2:17][C:18](O)=[O:19])[CH2:15][N:16]=1)=[CH:8]2.Cl.C(N=C=N[CH2:38][CH2:39][CH2:40][N:41](C)C)C.ON1C2C=CC=CC=2N=N1.C1(N)CC1. The catalyst is O.CN(C)C=O. The product is [CH:40]1([NH:41][C:18](=[O:19])[CH2:17][CH:14]2[S:13][C:12]([C:9]3[NH:10][C:11]4[C:7]([CH:8]=3)=[CH:6][C:5]([O:21][C:22]3[CH:23]=[N:24][C:25]([S:28]([CH3:31])(=[O:29])=[O:30])=[CH:26][CH:27]=3)=[CH:4][C:3]=4[O:2][CH3:1])=[N:16][CH2:15]2)[CH2:38][CH2:39]1. The yield is 0.680. (10) The reactants are [NH2:1][C:2]1[CH:3]=[C:4]2[C:9](=[CH:10][CH:11]=1)[N:8]=[CH:7][C:6]([C:12]#[N:13])=[C:5]2[NH:14][C:15]1[CH:20]=[CH:19][C:18]([F:21])=[C:17]([Cl:22])[CH:16]=1.[CH3:23][N:24]([CH3:39])[CH2:25][CH2:26][NH:27][S:28]([C:31]1[CH:36]=[CH:35][C:34]([CH:37]=O)=[CH:33][CH:32]=1)(=[O:30])=[O:29].[BH3-]C#N.[Na+]. The catalyst is CCO. The product is [Cl:22][C:17]1[CH:16]=[C:15]([NH:14][C:5]2[C:4]3[C:9](=[CH:10][CH:11]=[C:2]([NH:1][CH2:37][C:34]4[CH:35]=[CH:36][C:31]([S:28]([NH:27][CH2:26][CH2:25][N:24]([CH3:23])[CH3:39])(=[O:30])=[O:29])=[CH:32][CH:33]=4)[CH:3]=3)[N:8]=[CH:7][C:6]=2[C:12]#[N:13])[CH:20]=[CH:19][C:18]=1[F:21]. The yield is 0.460.